This data is from Full USPTO retrosynthesis dataset with 1.9M reactions from patents (1976-2016). The task is: Predict the reactants needed to synthesize the given product. Given the product [CH3:22][C:19]1[CH:20]=[CH:21][C:16]([CH2:15][NH:14][CH:11]2[CH2:12][CH2:13][NH:8][CH2:9][CH2:10]2)=[CH:17][C:18]=1[N+:23]([O-:25])=[O:24], predict the reactants needed to synthesize it. The reactants are: C(OC([N:8]1[CH2:13][CH2:12][CH:11]([NH:14][CH2:15][C:16]2[CH:21]=[CH:20][C:19]([CH3:22])=[C:18]([N+:23]([O-:25])=[O:24])[CH:17]=2)[CH2:10][CH2:9]1)=O)(C)(C)C.Cl.